This data is from Forward reaction prediction with 1.9M reactions from USPTO patents (1976-2016). The task is: Predict the product of the given reaction. The product is: [CH:17]1([C:20]2[N:21]([NH:30][C:8]([C:7]3[C:2]([CH3:1])=[N:3][C:4]([C:11]4[N:16]=[CH:15][CH:14]=[CH:13][N:12]=4)=[N:5][CH:6]=3)=[O:10])[C:22]3[C:27]([CH:28]=2)=[CH:26][C:25]([F:29])=[CH:24][CH:23]=3)[CH2:19][CH2:18]1. Given the reactants [CH3:1][C:2]1[C:7]([C:8]([OH:10])=O)=[CH:6][N:5]=[C:4]([C:11]2[N:16]=[CH:15][CH:14]=[CH:13][N:12]=2)[N:3]=1.[CH:17]1([C:20]2[N:21]([NH2:30])[C:22]3[C:27]([CH:28]=2)=[CH:26][C:25]([F:29])=[CH:24][CH:23]=3)[CH2:19][CH2:18]1.C[N+]1(C2N=C(OC)N=C(OC)N=2)CCOCC1.[Cl-], predict the reaction product.